Predict the product of the given reaction. From a dataset of Forward reaction prediction with 1.9M reactions from USPTO patents (1976-2016). Given the reactants Br[C:2]1[CH:3]=[CH:4][N:5]2[C:10]=1[C:9](=[O:11])[N:8]([C:12]1[CH:17]=[CH:16][CH:15]=[CH:14][CH:13]=1)[C:7]([C@@H:18]([NH:20][C:21](=[O:27])[O:22][C:23]([CH3:26])([CH3:25])[CH3:24])[CH3:19])=[N:6]2.[I-:28].[Na+].CN[C@@H]1CCCC[C@H]1NC, predict the reaction product. The product is: [I:28][C:2]1[CH:3]=[CH:4][N:5]2[C:10]=1[C:9](=[O:11])[N:8]([C:12]1[CH:17]=[CH:16][CH:15]=[CH:14][CH:13]=1)[C:7]([C@@H:18]([NH:20][C:21](=[O:27])[O:22][C:23]([CH3:26])([CH3:25])[CH3:24])[CH3:19])=[N:6]2.